This data is from Forward reaction prediction with 1.9M reactions from USPTO patents (1976-2016). The task is: Predict the product of the given reaction. (1) Given the reactants [Si]([O:8][CH:9]([C:22]1[O:23][C:24]([C:27]2[CH:32]=[CH:31][CH:30]=[C:29]([O:33][CH3:34])[CH:28]=2)=[CH:25][N:26]=1)[CH2:10][CH2:11][CH2:12][CH2:13][CH2:14][CH2:15][C:16]1[CH:21]=[CH:20][CH:19]=[CH:18][CH:17]=1)(C(C)(C)C)(C)C.[Si](OC(C1OC([Sn](CCCC)(CCCC)CCCC)=CN=1)CCCCCCC1C=CC=CC=1)(C(C)(C)C)(C)C.IC1C=CC=C(OC)C=1, predict the reaction product. The product is: [CH3:34][O:33][C:29]1[CH:28]=[C:27]([C:24]2[O:23][C:22]([C:9](=[O:8])[CH2:10][CH2:11][CH2:12][CH2:13][CH2:14][CH2:15][C:16]3[CH:21]=[CH:20][CH:19]=[CH:18][CH:17]=3)=[N:26][CH:25]=2)[CH:32]=[CH:31][CH:30]=1. (2) Given the reactants [F:1][C:2]1[CH:3]=[C:4]([CH:10]=[CH:11][C:12]=1[F:13])[CH:5]=[CH:6][C:7]([OH:9])=[O:8].[CH:14]12CC(C=C1)CC2CO.C1(C)C(C)=CC=CC=1, predict the reaction product. The product is: [CH:12]12[CH2:5][CH:4]([CH:3]=[CH:2]1)[CH2:10][CH2:11]2.[CH3:14][C:3]1[C:2]([F:1])=[C:12]([F:13])[CH:11]=[CH:10][C:4]=1[CH:5]=[CH:6][C:7]([O-:9])=[O:8].